From a dataset of Catalyst prediction with 721,799 reactions and 888 catalyst types from USPTO. Predict which catalyst facilitates the given reaction. (1) Reactant: [Br:1][C:2]1[CH:3]=[C:4]([NH2:13])[C:5]2[N:9]=[C:8]([CH3:10])[N:7]([CH3:11])[C:6]=2[CH:12]=1.[CH:14](=O)[C:15]1[CH:20]=[CH:19][CH:18]=[CH:17][CH:16]=1.O.[C:23]1(C)C=CC(S(O)(=O)=O)=C[CH:24]=1.C([Mg]Br)=C.[Cl-].[NH4+]. Product: [Br:1][C:2]1[CH:3]=[C:4]([NH:13][CH:14]([C:15]2[CH:20]=[CH:19][CH:18]=[CH:17][CH:16]=2)[CH:23]=[CH2:24])[C:5]2[N:9]=[C:8]([CH3:10])[N:7]([CH3:11])[C:6]=2[CH:12]=1. The catalyst class is: 93. (2) Reactant: [Cl:1]N1C(=O)CCC1=O.[Br:9][C:10]1[CH:11]=[CH:12][C:13]([F:27])=[C:14]([C@:16]2([CH3:26])[CH2:21][N:20]3[CH:22]=[CH:23][N:24]=[C:19]3[C:18]([NH2:25])=[N:17]2)[CH:15]=1. Product: [Br:9][C:10]1[CH:11]=[CH:12][C:13]([F:27])=[C:14]([C@:16]2([CH3:26])[CH2:21][N:20]3[C:22]([Cl:1])=[CH:23][N:24]=[C:19]3[C:18]([NH2:25])=[N:17]2)[CH:15]=1. The catalyst class is: 86.